This data is from Catalyst prediction with 721,799 reactions and 888 catalyst types from USPTO. The task is: Predict which catalyst facilitates the given reaction. (1) Reactant: [NH2:1][C:2]1[CH:12]=[CH:11][C:5]([C:6]([O:8][CH2:9][CH3:10])=[O:7])=[CH:4][CH:3]=1.[CH3:13][N:14]([CH3:23])[C:15]1[CH:22]=[CH:21][C:18]([CH:19]=O)=[CH:17][CH:16]=1.C(O[BH-](OC(=O)C)OC(=O)C)(=O)C.[Na+].C(=O)([O-])O.[Na+]. Product: [CH3:13][N:14]([CH3:23])[C:15]1[CH:22]=[CH:21][C:18]([CH2:19][NH:1][C:2]2[CH:3]=[CH:4][C:5]([C:6]([O:8][CH2:9][CH3:10])=[O:7])=[CH:11][CH:12]=2)=[CH:17][CH:16]=1. The catalyst class is: 322. (2) Reactant: [NH2:1][CH2:2][C:3]1[CH:26]=[CH:25][CH:24]=[CH:23][C:4]=1[CH2:5][O:6][C:7]1[CH:12]=[C:11]([CH3:13])[N:10]([CH2:14][C:15]2[CH:20]=[CH:19][CH:18]=[CH:17][CH:16]=2)[C:9](=[O:21])[C:8]=1[CH3:22].C(N(CC)CC)C.[C:34]([C:38]1[CH:42]=[C:41]([NH:43][C:44](=O)[O:45]C2C=CC([N+]([O-])=O)=CC=2)[N:40]([C:56]2[CH:61]=[CH:60][CH:59]=[C:58]([O:62][CH3:63])[CH:57]=2)[N:39]=1)([CH3:37])([CH3:36])[CH3:35]. Product: [CH2:14]([N:10]1[C:11]([CH3:13])=[CH:12][C:7]([O:6][CH2:5][C:4]2[CH:23]=[CH:24][CH:25]=[CH:26][C:3]=2[CH2:2][NH:1][C:44]([NH:43][C:41]2[N:40]([C:56]3[CH:61]=[CH:60][CH:59]=[C:58]([O:62][CH3:63])[CH:57]=3)[N:39]=[C:38]([C:34]([CH3:37])([CH3:36])[CH3:35])[CH:42]=2)=[O:45])=[C:8]([CH3:22])[C:9]1=[O:21])[C:15]1[CH:20]=[CH:19][CH:18]=[CH:17][CH:16]=1. The catalyst class is: 2. (3) Reactant: [CH3:1][CH:2]([C:4]1[C:8]([CH2:9][CH2:10][CH2:11][OH:12])=[CH:7][N:6]([C:13]2[CH:18]=[CH:17][C:16]([N+:19]([O-:21])=[O:20])=[CH:15][N:14]=2)[N:5]=1)[CH3:3].[CH3:22][O:23][C:24]1[C:25](O)=[C:26]([CH2:30][C:31]([O:33][CH3:34])=[O:32])[CH:27]=[CH:28][CH:29]=1.C(P(CCCC)CCCC)CCC.N(C(N1CCCCC1)=O)=NC(N1CCCCC1)=O. Product: [CH3:22][O:23][C:24]1[C:25]([O:12][CH2:11][CH2:10][CH2:9][C:8]2[C:4]([CH:2]([CH3:1])[CH3:3])=[N:5][N:6]([C:13]3[CH:18]=[CH:17][C:16]([N+:19]([O-:21])=[O:20])=[CH:15][N:14]=3)[CH:7]=2)=[C:26]([CH2:30][C:31]([O:33][CH3:34])=[O:32])[CH:27]=[CH:28][CH:29]=1. The catalyst class is: 7. (4) Reactant: [F:1][C:2]1[C:3]([NH:16][C:17]2[CH:22]=[CH:21][C:20]([I:23])=[CH:19][C:18]=2[F:24])=[C:4]([C:9]([N:11]2[CH2:14][CH:13]([NH2:15])[CH2:12]2)=[O:10])[CH:5]=[CH:6][C:7]=1[F:8].C1CN([P+](ON2N=NC3C=CC=CC2=3)(N2CCCC2)N2CCCC2)CC1.F[P-](F)(F)(F)(F)F.C(N(CC)C(C)C)(C)C.[Br:67][CH2:68][C:69](O)=[O:70]. Product: [Br:67][CH2:68][C:69]([NH:15][CH:13]1[CH2:14][N:11]([C:9]([C:4]2[CH:5]=[CH:6][C:7]([F:8])=[C:2]([F:1])[C:3]=2[NH:16][C:17]2[CH:22]=[CH:21][C:20]([I:23])=[CH:19][C:18]=2[F:24])=[O:10])[CH2:12]1)=[O:70]. The catalyst class is: 9. (5) The catalyst class is: 32. Product: [Cl:11][C:12]1[C:17]([CH3:18])=[C:16]([C:19]2[CH:20]=[C:21]([F:26])[N:22]=[C:23]([F:25])[CH:24]=2)[C:15]([C:27]2[CH:32]=[CH:31][CH:30]=[CH:29][CH:28]=2)=[C:14]([CH:33]([NH:35][C:2]2[N:10]=[CH:9][N:8]=[C:7]3[C:3]=2[N:4]=[CH:5][NH:6]3)[CH3:34])[CH:13]=1. Reactant: Br[C:2]1[N:10]=[CH:9][N:8]=[C:7]2[C:3]=1[N:4]=[CH:5][NH:6]2.[Cl:11][C:12]1[C:17]([CH3:18])=[C:16]([C:19]2[CH:24]=[C:23]([F:25])[N:22]=[C:21]([F:26])[CH:20]=2)[C:15]([C:27]2[CH:32]=[CH:31][CH:30]=[CH:29][CH:28]=2)=[C:14]([CH:33]([NH2:35])[CH3:34])[CH:13]=1.C(N(CC)C(C)C)(C)C. (6) Reactant: FC(F)(F)C(O)=O.[Cl:8][C:9]1[C:10]([F:34])=[C:11]([CH:15]2[C:19]([C:22]3[CH:27]=[CH:26][C:25]([Cl:28])=[CH:24][C:23]=3[F:29])([C:20]#[N:21])[CH:18]([CH3:30])[NH:17][CH:16]2[C:31](O)=[O:32])[CH:12]=[CH:13][CH:14]=1.[NH2:35][CH:36]1[CH2:41][CH2:40][N:39]([C:42]([O:44][C:45]([CH3:48])([CH3:47])[CH3:46])=[O:43])[CH2:38][CH2:37]1.CN(C(ON1N=NC2C=CC=NC1=2)=[N+](C)C)C.F[P-](F)(F)(F)(F)F.CCN(C(C)C)C(C)C. Product: [C:45]([O:44][C:42]([N:39]1[CH2:40][CH2:41][CH:36]([NH:35][C:31]([C@H:16]2[C@H:15]([C:11]3[CH:12]=[CH:13][CH:14]=[C:9]([Cl:8])[C:10]=3[F:34])[C@:19]([C:22]3[CH:27]=[CH:26][C:25]([Cl:28])=[CH:24][C:23]=3[F:29])([C:20]#[N:21])[C@H:18]([CH3:30])[NH:17]2)=[O:32])[CH2:37][CH2:38]1)=[O:43])([CH3:48])([CH3:46])[CH3:47]. The catalyst class is: 2. (7) Reactant: [C:1]([C:5]1[N:10]=[C:9]([CH3:11])[N:8]=[C:7]([N:12]2[CH2:17][CH2:16][N:15]([CH2:18][CH2:19][CH2:20][CH2:21][NH2:22])[CH2:14][CH2:13]2)[CH:6]=1)([CH3:4])([CH3:3])[CH3:2].C1N=CN([C:28]([N:30]2[CH:34]=[N:33][CH:32]=[CH:31]2)=[O:29])C=1.[CH3:35][C:36]1N2CCNC[C:39]2=[N:38][N:37]=1. Product: [C:1]([C:5]1[N:10]=[C:9]([CH3:11])[N:8]=[C:7]([N:12]2[CH2:13][CH2:14][N:15]([CH2:18][CH2:19][CH2:20][CH2:21][NH:22][C:28]([N:30]3[CH2:31][CH2:32][N:33]4[C:36]([CH3:35])=[N:37][N:38]=[C:39]4[CH2:34]3)=[O:29])[CH2:16][CH2:17]2)[CH:6]=1)([CH3:4])([CH3:2])[CH3:3]. The catalyst class is: 147. (8) Reactant: [O:1]1[CH2:5][CH2:4][O:3][C:2]21[C@H:10]1[CH2:11][CH2:12][C@@H:6]2[CH2:7][C:8](=[O:13])[CH2:9]1.C([O-])(O)=O.[Na+]. Product: [O:1]1[CH2:5][CH2:4][O:3][C:2]21[C@H:6]1[CH2:12][CH2:11][C@@H:10]2[CH2:9][CH:8]([OH:13])[CH2:7]1. The catalyst class is: 100. (9) Reactant: [Cl:1][C:2]1[CH:3]=[C:4]([CH:24]=[CH:25][CH:26]=1)[CH2:5][O:6][C:7]1[CH:16]=[C:15]2[C:10]([CH:11]=[C:12]([CH2:18][C:19](OCC)=[O:20])[C:13](=[O:17])[NH:14]2)=[CH:9][CH:8]=1.[NH3:27]. Product: [Cl:1][C:2]1[CH:3]=[C:4]([CH:24]=[CH:25][CH:26]=1)[CH2:5][O:6][C:7]1[CH:16]=[C:15]2[C:10]([CH:11]=[C:12]([CH2:18][C:19]([NH2:27])=[O:20])[C:13](=[O:17])[NH:14]2)=[CH:9][CH:8]=1. The catalyst class is: 5.